Dataset: Full USPTO retrosynthesis dataset with 1.9M reactions from patents (1976-2016). Task: Predict the reactants needed to synthesize the given product. (1) Given the product [Br:32][C:14]1[C:13]2[N:20]=[C:21]([CH2:27][O:28][CH3:29])[N:22]([CH2:23][CH:24]([CH3:26])[CH3:25])[C:12]=2[C:11]2[CH:10]=[C:9]([OH:8])[CH:18]=[CH:17][C:16]=2[N:15]=1, predict the reactants needed to synthesize it. The reactants are: C([O:8][C:9]1[CH:18]=[CH:17][C:16]2[N:15]=[C:14](Cl)[C:13]3[N:20]=[C:21]([CH2:27][O:28][CH3:29])[N:22]([CH2:23][CH:24]([CH3:26])[CH3:25])[C:12]=3[C:11]=2[CH:10]=1)C1C=CC=CC=1.[OH-].[Na+].[BrH:32]. (2) Given the product [CH:18]([C:5]1[CH:4]=[C:3]([O:21][CH3:22])[C:2]([C:26]([F:28])([F:27])[F:25])=[CH:7][C:6]=1[S:8]([C:11]1[CH:16]=[CH:15][C:14]([CH3:17])=[CH:13][CH:12]=1)(=[O:10])=[O:9])([CH3:20])[CH3:19], predict the reactants needed to synthesize it. The reactants are: I[C:2]1[CH:7]=[C:6]([S:8]([C:11]2[CH:16]=[CH:15][C:14]([CH3:17])=[CH:13][CH:12]=2)(=[O:10])=[O:9])[C:5]([CH:18]([CH3:20])[CH3:19])=[CH:4][C:3]=1[O:21][CH3:22].[F-].[K+].[F:25][C:26](I)([F:28])[F:27].O. (3) Given the product [OH:42][CH2:41][CH:40]([NH:39][C:38](=[O:45])[C:30]1[CH:31]=[C:32]([C:34]([F:35])([F:36])[F:37])[CH:33]=[C:28]([NH:27][C:25]([NH:24][C:21]2[CH:22]=[CH:23][C:18]([N:13]3[CH:12]=[N:11][C:10]4[C:14]3=[N:15][CH:16]=[N:17][C:9]=4[NH:7][CH3:6])=[CH:19][CH:20]=2)=[O:26])[CH:29]=1)[CH2:43][OH:44], predict the reactants needed to synthesize it. The reactants are: C(O[C:6](=O)[N:7]([C:9]1[N:17]=[CH:16][N:15]=[C:14]2[C:10]=1[N:11]=[CH:12][N:13]2[C:18]1[CH:23]=[CH:22][C:21]([NH:24][C:25]([NH:27][C:28]2[CH:33]=[C:32]([C:34]([F:37])([F:36])[F:35])[CH:31]=[C:30]([C:38](=[O:45])[NH:39][CH:40]([CH2:43][OH:44])[CH2:41][OH:42])[CH:29]=2)=[O:26])=[CH:20][CH:19]=1)C)(C)(C)C.FC(F)(F)C(O)=O.C(=O)([O-])[O-].[K+].[K+]. (4) Given the product [N:14]1([CH2:2][CH2:3][C:4]2[CH:5]=[C:6]3[C:10](=[CH:11][CH:12]=2)[NH:9][C:8](=[O:13])[CH2:7]3)[CH2:19][CH2:18][O:17][CH2:16][CH2:15]1, predict the reactants needed to synthesize it. The reactants are: Cl[CH2:2][CH2:3][C:4]1[CH:5]=[C:6]2[C:10](=[CH:11][CH:12]=1)[NH:9][C:8](=[O:13])[CH2:7]2.[NH:14]1[CH2:19][CH2:18][O:17][CH2:16][CH2:15]1.C(N(C(C)C)CC)(C)C.O.